This data is from Full USPTO retrosynthesis dataset with 1.9M reactions from patents (1976-2016). The task is: Predict the reactants needed to synthesize the given product. (1) Given the product [Br:1][C:2]1[CH:3]=[C:4]2[C:8](=[C:9]([NH2:11])[CH:10]=1)[NH:7][C:6]([C:14]1[S:15][CH:16]([CH2:19][N:20]3[CH2:21][CH2:22][O:23][CH2:24][CH2:25]3)[CH2:17][N:18]=1)=[CH:5]2, predict the reactants needed to synthesize it. The reactants are: [Br:1][C:2]1[CH:3]=[C:4]2[C:8](=[C:9]([N+:11]([O-])=O)[CH:10]=1)[NH:7][C:6]([C:14]1[S:15][CH:16]([CH2:19][N:20]3[CH2:25][CH2:24][O:23][CH2:22][CH2:21]3)[CH2:17][N:18]=1)=[CH:5]2.[Cl-].[Ca+2].[Cl-].C(O)C.O1CCCC1. (2) Given the product [Cl:1][C:2]1[CH:3]=[N:4][N:5]([CH3:16])[C:6]=1[C:7]1[CH:8]=[C:9]([C:13]([NH:26][C@H:27]([CH2:28][N:29]2[C:37](=[O:38])[C:36]3[C:31](=[CH:32][CH:33]=[CH:34][CH:35]=3)[C:30]2=[O:39])[CH2:40][CH:41]2[CH2:46][CH2:45][CH2:44][CH2:43][CH2:42]2)=[O:15])[S:10][C:11]=1[CH3:12], predict the reactants needed to synthesize it. The reactants are: [Cl:1][C:2]1[CH:3]=[N:4][N:5]([CH3:16])[C:6]=1[C:7]1[CH:8]=[C:9]([C:13]([OH:15])=O)[S:10][C:11]=1[CH3:12].C(N(CC)C(C)C)(C)C.[NH2:26][C@@H:27]([CH2:40][CH:41]1[CH2:46][CH2:45][CH2:44][CH2:43][CH2:42]1)[CH2:28][N:29]1[C:37](=[O:38])[C:36]2[C:31](=[CH:32][CH:33]=[CH:34][CH:35]=2)[C:30]1=[O:39].CC(OC(N[C@H](C(O)=O)CC1C=CC=CC=1C(F)(F)F)=O)(C)C.F[P-](F)(F)(F)(F)F.Br[P+](N1CCCC1)(N1CCCC1)N1CCCC1. (3) The reactants are: [O:1]1[C:5]2[CH:6]=[CH:7][C:8]([NH:10][C:11]3[C:16]([N+:17]([O-])=O)=[CH:15][CH:14]=[CH:13][N:12]=3)=[CH:9][C:4]=2[O:3][CH2:2]1.C(OCC)(=O)C.[H][H]. Given the product [O:1]1[C:5]2[CH:6]=[CH:7][C:8]([NH:10][C:11]3[C:16]([NH2:17])=[CH:15][CH:14]=[CH:13][N:12]=3)=[CH:9][C:4]=2[O:3][CH2:2]1, predict the reactants needed to synthesize it.